This data is from Reaction yield outcomes from USPTO patents with 853,638 reactions. The task is: Predict the reaction yield, written as a fraction of the theoretical maximum amount of product (1.0 means a 100% yield; for example, 0.34 means a 34% yield). (1) The reactants are B(Br)(Br)Br.[Cl:5][C:6]1[C:11]([C:12]([NH:14][C:15]2[CH:20]=[CH:19][C:18]([CH2:21][C:22]([O:24][CH2:25][CH3:26])=[O:23])=[CH:17][CH:16]=2)=[O:13])=[C:10]([F:27])[C:9]([O:28]C)=[CH:8][CH:7]=1. The catalyst is ClCCl. The product is [Cl:5][C:6]1[C:11]([C:12]([NH:14][C:15]2[CH:16]=[CH:17][C:18]([CH2:21][C:22]([O:24][CH2:25][CH3:26])=[O:23])=[CH:19][CH:20]=2)=[O:13])=[C:10]([F:27])[C:9]([OH:28])=[CH:8][CH:7]=1. The yield is 0.320. (2) The reactants are C(OC(=O)[N:10]([CH2:15][CH:16]=[CH2:17])[CH2:11][CH:12]=[N:13]O)C1C=CC=CC=1.[CH2:19](OC(=O)N(CC=C)CC=O)[C:20]1[CH:25]=CC=C[CH:21]=1.Cl.NO.O.O.O.[C:42]([O-:45])(=[O:44])C.[Na+]. The catalyst is C(#N)C.O. The product is [C:20]([O:45][C:42]([N:13]1[CH2:17][CH:16]2[CH:12]1[CH2:11][NH:10][CH2:15]2)=[O:44])([CH3:25])([CH3:21])[CH3:19]. The yield is 0.970. (3) The reactants are [F:1][C:2]1[S:6][C:5]([C:7]2[CH:12]=[CH:11][N:10]=[C:9]([NH2:13])[C:8]=2[N+:14]([O-])=O)=[CH:4][CH:3]=1.[NH4+].[Cl-].CCOC(C)=O. The catalyst is CCO.O.[Fe]. The product is [F:1][C:2]1[S:6][C:5]([C:7]2[CH:12]=[CH:11][N:10]=[C:9]([NH2:13])[C:8]=2[NH2:14])=[CH:4][CH:3]=1. The yield is 0.897.